Dataset: Catalyst prediction with 721,799 reactions and 888 catalyst types from USPTO. Task: Predict which catalyst facilitates the given reaction. (1) Reactant: [C:1]([N:4]1[C:13]2[C:8](=[CH:9][C:10]([N:14]3[CH2:19][CH2:18][N:17](C(OC(C)(C)C)=O)[C@@H:16]([CH3:27])[CH2:15]3)=[CH:11][CH:12]=2)[C@H:7]([NH:28][C:29]2[CH:34]=[CH:33][C:32]([F:35])=[CH:31][N:30]=2)[C@@H:6]([CH3:36])[C@@H:5]1[CH:37]1[CH2:39][CH2:38]1)(=[O:3])[CH3:2].FC(F)(F)C(O)=O. Product: [CH:37]1([C@H:5]2[C@H:6]([CH3:36])[C@@H:7]([NH:28][C:29]3[CH:34]=[CH:33][C:32]([F:35])=[CH:31][N:30]=3)[C:8]3[C:13](=[CH:12][CH:11]=[C:10]([N:14]4[CH2:19][CH2:18][NH:17][C@@H:16]([CH3:27])[CH2:15]4)[CH:9]=3)[N:4]2[C:1](=[O:3])[CH3:2])[CH2:38][CH2:39]1. The catalyst class is: 4. (2) Reactant: C([O:5][C:6](=[O:39])[CH2:7][NH:8][CH:9]1[CH2:14][CH2:13][CH:12]([CH2:15][NH:16][C:17]2[C:22]([N+:23]([O-:25])=[O:24])=[CH:21][N:20]=[C:19]([NH:26][CH2:27][C:28]3[CH:33]=[CH:32][CH:31]=[CH:30][C:29]=3[O:34][C:35]([F:38])([F:37])[F:36])[N:18]=2)[CH2:11][CH2:10]1)(C)(C)C.C(O)(C(F)(F)F)=O. Product: [N+:23]([C:22]1[C:17]([NH:16][CH2:15][C@H:12]2[CH2:13][CH2:14][C@H:9]([NH:8][CH2:7][C:6]([OH:39])=[O:5])[CH2:10][CH2:11]2)=[N:18][C:19]([NH:26][CH2:27][C:28]2[CH:33]=[CH:32][CH:31]=[CH:30][C:29]=2[O:34][C:35]([F:38])([F:37])[F:36])=[N:20][CH:21]=1)([O-:25])=[O:24]. The catalyst class is: 2. (3) Reactant: [OH-].[Na+].[Br:3][C:4]1[CH:5]=[C:6]([NH:10][C:11]2[C:20]3[C:15](=[CH:16][C:17]([O:36][CH3:37])=[C:18]([O:21][CH2:22][CH2:23][N:24]4[CH2:29][CH2:28][N:27]([CH2:30][C:31]([O:33]CC)=[O:32])[CH2:26][CH2:25]4)[CH:19]=3)[N:14]=[CH:13][N:12]=2)[CH:7]=[CH:8][CH:9]=1.Cl.[Cl-].[Na+].C(#N)C.O.FC(F)(F)C(O)=O. Product: [Br:3][C:4]1[CH:5]=[C:6]([NH:10][C:11]2[C:20]3[C:15](=[CH:16][C:17]([O:36][CH3:37])=[C:18]([O:21][CH2:22][CH2:23][N:24]4[CH2:29][CH2:28][N:27]([CH2:30][C:31]([OH:33])=[O:32])[CH2:26][CH2:25]4)[CH:19]=3)[N:14]=[CH:13][N:12]=2)[CH:7]=[CH:8][CH:9]=1. The catalyst class is: 7. (4) Reactant: [NH2:1][C:2]1[N:7]=[CH:6][C:5]([C:8]2[CH:13]=[CH:12][C:11]([OH:14])=[CH:10][CH:9]=2)=[C:4]([CH2:15][CH3:16])[C:3]=1Br.[NH:18]1[C:26]2[C:21](=[CH:22][CH:23]=[C:24](B(O)O)[CH:25]=2)[CH:20]=[N:19]1.C([O-])([O-])=O.[K+].[K+].N#N. Product: [NH2:1][C:2]1[N:7]=[CH:6][C:5]([C:8]2[CH:13]=[CH:12][C:11]([OH:14])=[CH:10][CH:9]=2)=[C:4]([CH2:15][CH3:16])[C:3]=1[C:24]1[CH:25]=[C:26]2[C:21]([CH:20]=[N:19][NH:18]2)=[CH:22][CH:23]=1. The catalyst class is: 117. (5) Product: [Cl:24][CH2:10][C:9]1[C:4]([CH:1]2[CH2:3][CH2:2]2)=[N:5][C:6]([C:12]2[CH:17]=[CH:16][C:15]([C:18]([F:21])([F:20])[F:19])=[CH:14][CH:13]=2)=[CH:7][CH:8]=1. The catalyst class is: 2. Reactant: [CH:1]1([C:4]2[C:9]([CH2:10]O)=[CH:8][CH:7]=[C:6]([C:12]3[CH:17]=[CH:16][C:15]([C:18]([F:21])([F:20])[F:19])=[CH:14][CH:13]=3)[N:5]=2)[CH2:3][CH2:2]1.O=S(Cl)[Cl:24]. (6) Product: [F:1][C:2]1[CH:28]=[CH:27][C:5]([CH2:6][N:7]2[CH2:8][CH:9]([S:11][C:12]3[C@H:13]([CH3:26])[C@@H:14]4[C@@H:21]([C@H:22]([OH:24])[CH3:23])[C:20](=[O:25])[N:15]4[C:16]=3[C:17]([O:19][CH2:49][O:48][C:42](=[O:47])[C:43]([CH3:46])([CH3:45])[CH3:44])=[O:18])[CH2:10]2)=[CH:4][CH:3]=1. Reactant: [F:1][C:2]1[CH:28]=[CH:27][C:5]([CH2:6][N:7]2[CH2:10][CH:9]([S:11][C:12]3[C@H:13]([CH3:26])[C@@H:14]4[C@@H:21]([C@H:22]([OH:24])[CH3:23])[C:20](=[O:25])[N:15]4[C:16]=3[C:17]([OH:19])=[O:18])[CH2:8]2)=[CH:4][CH:3]=1.C(N(CC)CC)C.C(=O)([O-])[O-].[K+].[K+].[C:42]([O:48][CH2:49]I)(=[O:47])[C:43]([CH3:46])([CH3:45])[CH3:44]. The catalyst class is: 35. (7) Reactant: [Cl:1][C:2]1[CH:3]=[C:4]([O:29][CH3:30])[C:5]([O:27][CH3:28])=[C:6]([CH:8]([NH:10][C:11]2[CH:12]=[C:13]([N:21]3[CH2:25][CH2:24][C@@H:23]([NH2:26])[CH2:22]3)[CH:14]=[CH:15][C:16]=2[S:17]([CH3:20])(=[O:19])=[O:18])[CH3:9])[CH:7]=1.Cl. Product: [ClH:1].[Cl:1][C:2]1[CH:3]=[C:4]([O:29][CH3:30])[C:5]([O:27][CH3:28])=[C:6]([CH:8]([NH:10][C:11]2[CH:12]=[C:13]([N:21]3[CH2:25][CH2:24][C@@H:23]([NH2:26])[CH2:22]3)[CH:14]=[CH:15][C:16]=2[S:17]([CH3:20])(=[O:19])=[O:18])[CH3:9])[CH:7]=1. The catalyst class is: 268. (8) Reactant: [CH3:1][C:2]1[C:6]([CH2:7][S:8][CH2:9][C:10]([OH:12])=O)=[C:5]([CH3:13])[O:4][N:3]=1.[F:14][C:15]1[CH:20]=[CH:19][CH:18]=[CH:17][C:16]=1[N:21]1[CH2:26][CH2:25][NH:24][CH2:23][CH2:22]1.C(N(CC)CC)C.C(P1(=O)OP(CCC)(=O)OP(CCC)(=O)O1)CC. Product: [CH3:1][C:2]1[C:6]([CH2:7][S:8][CH2:9][C:10]([N:24]2[CH2:23][CH2:22][N:21]([C:16]3[CH:17]=[CH:18][CH:19]=[CH:20][C:15]=3[F:14])[CH2:26][CH2:25]2)=[O:12])=[C:5]([CH3:13])[O:4][N:3]=1. The catalyst class is: 2. (9) Reactant: Cl[C:2]1[CH:7]=[C:6]([Cl:8])[N:5]=[CH:4][N:3]=1.Cl.[O:10]1[CH2:16][CH2:15][CH2:14][NH:13][CH2:12][CH2:11]1.C(=O)([O-])[O-].[Na+].[Na+]. Product: [Cl:8][C:6]1[N:5]=[CH:4][N:3]=[C:2]([N:13]2[CH2:14][CH2:15][CH2:16][O:10][CH2:11][CH2:12]2)[CH:7]=1. The catalyst class is: 6. (10) Reactant: [CH3:1][C:2]1[CH:3]=[C:4]([CH:8]=[C:9]([CH3:11])[CH:10]=1)[C:5]([OH:7])=O.ClS(N=C=O)(=O)=O.[CH2:19]([N:26]([CH2:31][CH:32]1[CH2:37][CH2:36][CH:35]([CH2:38][O:39][Si:40]([C:43]([CH3:46])([CH3:45])[CH3:44])([CH3:42])[CH3:41])[CH2:34][CH2:33]1)[S:27]([NH2:30])(=[O:29])=[O:28])[C:20]1[CH:25]=[CH:24][CH:23]=[CH:22][CH:21]=1.C(N(CC)CC)C. Product: [CH2:19]([N:26]([CH2:31][CH:32]1[CH2:37][CH2:36][CH:35]([CH2:38][O:39][Si:40]([C:43]([CH3:46])([CH3:45])[CH3:44])([CH3:41])[CH3:42])[CH2:34][CH2:33]1)[S:27]([NH:30][C:5](=[O:7])[C:4]1[CH:8]=[C:9]([CH3:11])[CH:10]=[C:2]([CH3:1])[CH:3]=1)(=[O:28])=[O:29])[C:20]1[CH:21]=[CH:22][CH:23]=[CH:24][CH:25]=1. The catalyst class is: 4.